Task: Predict which catalyst facilitates the given reaction.. Dataset: Catalyst prediction with 721,799 reactions and 888 catalyst types from USPTO Product: [CH2:18]([C@@H:10]1[CH2:9][NH:8][CH2:12][C@H:11]1[CH2:13][N:14]([CH:15]([CH3:16])[CH3:17])[C:31](=[O:32])[C:30]1[CH:34]=[CH:35][C:27]([O:26][CH3:25])=[C:28]([O:36][CH2:37][CH2:38][CH2:39][O:40][CH3:41])[CH:29]=1)[C:19]1[CH:20]=[CH:21][CH:22]=[CH:23][CH:24]=1. Reactant: C(OC([N:8]1[CH2:12][C@H:11]([CH2:13][NH:14][CH:15]([CH3:17])[CH3:16])[C@@H:10]([CH2:18][C:19]2[CH:24]=[CH:23][CH:22]=[CH:21][CH:20]=2)[CH2:9]1)=O)(C)(C)C.[CH3:25][O:26][C:27]1[CH:35]=[CH:34][C:30]([C:31](Cl)=[O:32])=[CH:29][C:28]=1[O:36][CH2:37][CH2:38][CH2:39][O:40][CH3:41].C(N(CC)CC)C. The catalyst class is: 2.